From a dataset of Forward reaction prediction with 1.9M reactions from USPTO patents (1976-2016). Predict the product of the given reaction. (1) Given the reactants F[C:2](F)([CH2:17]C1C=CC=CC=1)[CH2:3][C@H:4]([NH:8][C:9]([N:11]1[CH2:16][CH2:15][O:14][CH2:13][CH2:12]1)=[O:10])C(O)=O.FC(F)(F)C(O)=O.NC(CC)[C@@H](C1OC(C2CC2)=NN=1)O.[CH:46]1([C:49]2[O:53][C:52]([C:54]([CH:56]([NH:59][C:60]([CH:62](NC(N3CCOCC3)=O)[CH2:63][C:64]([F:73])([F:72])[CH2:65][C:66]3C=CC=C[CH:67]=3)=[O:61])[CH2:57][CH3:58])=[O:55])=[N:51][N:50]=2)[CH2:48][CH2:47]1, predict the reaction product. The product is: [CH:46]1([C:49]2[O:53][C:52]([C:54]([CH:56]([NH:59][C:60]([C:62]3([CH2:17][CH2:2][CH2:3][CH2:4][NH:8][C:9]([N:11]4[CH2:16][CH2:15][O:14][CH2:13][CH2:12]4)=[O:10])[CH:67]=[CH:66][CH2:65][C:64]([F:73])([F:72])[CH2:63]3)=[O:61])[CH2:57][CH3:58])=[O:55])=[N:51][N:50]=2)[CH2:48][CH2:47]1. (2) Given the reactants [C:1]([C:4]1[C:13](=[O:14])[C:12]2[C:7](=[CH:8][CH:9]=[CH:10][CH:11]=2)[O:6][CH:5]=1)(=[O:3])[CH3:2].[OH:15][CH2:16][CH2:17][CH2:18][O:19][C:20]1[CH:21]=[C:22]([CH:25]=[CH:26][CH:27]=1)[CH:23]=O.N1CCCCC1.O, predict the reaction product. The product is: [OH:15][CH2:16][CH2:17][CH2:18][O:19][C:20]1[CH:21]=[C:22]([CH:23]=[CH:2][C:1]([C:4]2[C:13](=[O:14])[C:12]3[C:7](=[CH:8][CH:9]=[CH:10][CH:11]=3)[O:6][CH:5]=2)=[O:3])[CH:25]=[CH:26][CH:27]=1.